From a dataset of Full USPTO retrosynthesis dataset with 1.9M reactions from patents (1976-2016). Predict the reactants needed to synthesize the given product. (1) Given the product [C:1]([O:5][C:6](=[O:22])[NH:7][CH2:8][C@H:9]1[CH2:11][C@@H:10]1[C:12]1[C:13]2[C:17]([CH:18]=[CH:19][CH:20]=1)=[N:16][N:15]([CH3:21])[CH:14]=2)([CH3:3])([CH3:4])[CH3:2], predict the reactants needed to synthesize it. The reactants are: [C:1]([O:5][C:6](=[O:22])[NH:7][CH2:8][C@@H:9]1[CH2:11][C@H:10]1[C:12]1[C:13]2[C:17]([CH:18]=[CH:19][CH:20]=1)=[N:16][N:15]([CH3:21])[CH:14]=2)([CH3:4])([CH3:3])[CH3:2].CC(NCCC#N)CC1C=CC=CC=1.Cl.CCCCCC. (2) Given the product [C:12]1([CH3:19])[CH:13]=[C:14]([CH3:18])[CH:15]=[C:16]([CH3:17])[C:11]=1[C:10]1[C:5]2[C:4](=[O:21])[N:3]([CH3:22])[C:2]([NH:1][CH2:33][CH2:32][O:31][CH3:30])=[N:7][C:6]=2[N:8]([CH3:20])[CH:9]=1, predict the reactants needed to synthesize it. The reactants are: [NH2:1][C:2]1[N:3]([CH3:22])[C:4](=[O:21])[C:5]2[C:10]([C:11]3[C:16]([CH3:17])=[CH:15][C:14]([CH3:18])=[CH:13][C:12]=3[CH3:19])=[CH:9][N:8]([CH3:20])[C:6]=2[N:7]=1.CN(C)C=O.[H-].[Na+].[CH3:30][O:31][CH2:32][CH2:33]Br. (3) Given the product [CH3:1][C:2]1[C:6]2[CH:7]=[CH:8][C:9]([C:11]([F:14])([F:12])[F:13])=[CH:10][C:5]=2[S:4][C:3]=1[C:15](=[O:18])[CH2:16][CH2:17][O:26][CH2:19][C:20]1[CH:25]=[CH:24][CH:23]=[CH:22][CH:21]=1, predict the reactants needed to synthesize it. The reactants are: [CH3:1][C:2]1[C:6]2[CH:7]=[CH:8][C:9]([C:11]([F:14])([F:13])[F:12])=[CH:10][C:5]=2[S:4][C:3]=1[C:15](=[O:18])[CH:16]=[CH2:17].[CH2:19]([OH:26])[C:20]1[CH:25]=[CH:24][CH:23]=[CH:22][CH:21]=1.CC#N. (4) Given the product [CH3:31][C:28]1[CH:29]=[CH:30][C:25]([NH:9][C:1](=[O:8])[C:2]2[CH:7]=[CH:6][CH:5]=[CH:4][CH:3]=2)=[CH:26][CH:27]=1, predict the reactants needed to synthesize it. The reactants are: [C:1]([NH2:9])(=[O:8])[C:2]1[CH:7]=[CH:6][CH:5]=[CH:4][CH:3]=1.C([O-])([O-])=O.[K+].[K+].[C@@H]1(N)CCCC[C@H]1N.Cl[C:25]1[CH:30]=[CH:29][C:28]([CH3:31])=[CH:27][CH:26]=1. (5) Given the product [F:11][C:3]([F:12])([C:4]1[CH:9]=[CH:8][C:7]([N:43]2[CH:44]=[N:45][C:41]([C:38]3[CH:39]=[CH:40][C:35]([CH3:46])=[CH:36][CH:37]=3)=[N:42]2)=[CH:6][CH:5]=1)[C:2]([F:17])([F:1])[C:13]([F:16])([F:15])[F:14], predict the reactants needed to synthesize it. The reactants are: [F:1][C:2]([F:17])([C:13]([F:16])([F:15])[F:14])[C:3]([F:12])([F:11])[C:4]1[CH:9]=[CH:8][C:7](I)=[CH:6][CH:5]=1.FC(F)(C(F)(F)F)C(F)(F)C1C=CC(Br)=CC=1.[C:35]1([CH3:46])[CH:40]=[CH:39][C:38]([C:41]2[N:45]=[CH:44][NH:43][N:42]=2)=[CH:37][CH:36]=1.C(=O)([O-])[O-].[Cs+].[Cs+].N1C2C(=CC=CC=2O)C=CC=1.[NH4+].[OH-].